This data is from Catalyst prediction with 721,799 reactions and 888 catalyst types from USPTO. The task is: Predict which catalyst facilitates the given reaction. (1) Reactant: [F:1][C:2]1[CH:7]=[CH:6][C:5]([C@@H:8]2[CH2:13][CH2:12][NH:11][CH2:10][C@H:9]2[CH2:14][OH:15])=[CH:4][CH:3]=1.C(N(CC)CC)C.[C:23](O[C:23]([O:25][C:26]([CH3:29])([CH3:28])[CH3:27])=[O:24])([O:25][C:26]([CH3:29])([CH3:28])[CH3:27])=[O:24]. Product: [F:1][C:2]1[CH:7]=[CH:6][C:5]([C@@H:8]2[CH2:13][CH2:12][N:11]([C:23]([O:25][C:26]([CH3:29])([CH3:28])[CH3:27])=[O:24])[CH2:10][C@H:9]2[CH2:14][OH:15])=[CH:4][CH:3]=1. The catalyst class is: 2. (2) Reactant: [N:1]12[CH2:8][CH2:7][CH:4]([CH2:5][CH2:6]1)[CH:3]([C:9]([O:11][CH:12]([C:20]1[CH:25]=[CH:24][C:23]([Cl:26])=[CH:22][CH:21]=1)[C:13]1[CH:18]=[CH:17][C:16]([Cl:19])=[CH:15][CH:14]=1)=[O:10])[CH2:2]2.Cl[CH2:28][C:29]([C:31]1[S:32][CH:33]=[CH:34][CH:35]=1)=[O:30]. Product: [Cl-:19].[Cl:26][C:23]1[CH:22]=[CH:21][C:20]([CH:12]([C:13]2[CH:18]=[CH:17][C:16]([Cl:19])=[CH:15][CH:14]=2)[O:11][C:9]([CH:3]2[CH:4]3[CH2:5][CH2:6][N+:1]([CH2:28][C:29](=[O:30])[C:31]4[S:32][CH:33]=[CH:34][CH:35]=4)([CH2:8][CH2:7]3)[CH2:2]2)=[O:10])=[CH:25][CH:24]=1. The catalyst class is: 25. (3) Product: [Cl:20][C:21]1[CH:22]=[C:23]([C:24]#[N:25])[CH:26]=[CH:27][C:28]=1[N:18]([CH2:27][CH2:28][CH2:21][CH2:22][CH2:23][CH2:31][CH3:32])[CH2:17][CH2:16][C:14]1[N:15]=[C:11]([S:10][C:7]([CH3:8])([CH3:9])[C:6]([OH:5])=[O:19])[S:12][CH:13]=1. The catalyst class is: 4. Reactant: C([O:5][C:6](=[O:19])[C:7]([S:10][C:11]1[S:12][CH:13]=[C:14]([CH2:16][CH2:17][NH2:18])[N:15]=1)([CH3:9])[CH3:8])(C)(C)C.[Cl:20][C:21]1[CH:22]=[C:23]([CH:26]=[CH:27][C:28]=1F)[C:24]#[N:25].F[C:31](F)(F)[C:32](O)=O. (4) Reactant: [H-].[Na+].C1COCC1.[C:8]([O:12][C:13](=[O:21])/[CH:14]=[CH:15]/[C:16]1[CH:20]=[CH:19][NH:18][CH:17]=1)([CH3:11])([CH3:10])[CH3:9].[Br:22][C:23]1[CH:28]=[CH:27][C:26]([S:29](Cl)(=[O:31])=[O:30])=[CH:25][CH:24]=1. Product: [C:8]([O:12][C:13](=[O:21])/[CH:14]=[CH:15]/[C:16]1[CH:20]=[CH:19][N:18]([S:29]([C:26]2[CH:27]=[CH:28][C:23]([Br:22])=[CH:24][CH:25]=2)(=[O:31])=[O:30])[CH:17]=1)([CH3:11])([CH3:9])[CH3:10]. The catalyst class is: 6. (5) Reactant: Br[C:2]1[CH:11]=[N:10][C:9]2[N:8]([CH2:12][C:13]3[CH:18]=[CH:17][C:16]([O:19][CH3:20])=[CH:15][CH:14]=3)[C:7](=[O:21])[N:6]3[N:22]=[CH:23][N:24]=[C:5]3[C:4]=2[CH:3]=1.[CH:25]1([N:28]2[CH2:33][CH2:32][NH:31][CH2:30][CH2:29]2)[CH2:27][CH2:26]1.C1(P(C2C=CC=CC=2)C2C=CC3C(=CC=CC=3)C=2C2C3C(=CC=CC=3)C=CC=2P(C2C=CC=CC=2)C2C=CC=CC=2)C=CC=CC=1.C(=O)([O-])[O-].[Cs+].[Cs+]. Product: [CH:25]1([N:28]2[CH2:33][CH2:32][N:31]([C:2]3[CH:11]=[N:10][C:9]4[N:8]([CH2:12][C:13]5[CH:18]=[CH:17][C:16]([O:19][CH3:20])=[CH:15][CH:14]=5)[C:7](=[O:21])[N:6]5[N:22]=[CH:23][N:24]=[C:5]5[C:4]=4[CH:3]=3)[CH2:30][CH2:29]2)[CH2:27][CH2:26]1. The catalyst class is: 164. (6) Reactant: [C:1]([O:5][C:6]([NH:8][C@@H:9]([C:12]1[CH:13]=[C:14]([CH:18]=[C:19]([C:21]([F:24])([F:23])[F:22])[CH:20]=1)[C:15](O)=[O:16])[CH2:10][OH:11])=[O:7])([CH3:4])([CH3:3])[CH3:2].[NH2:25][C@H:26]1[CH2:35][C:34]2[CH:33]=[C:32]([O:36][C:37]3[CH:46]=[CH:45][N:44]=[C:43]4[C:38]=3[CH2:39][CH2:40][C:41](=[O:47])[NH:42]4)[CH:31]=[CH:30][C:29]=2[CH2:28][CH2:27]1.Cl.CN(C)CCCN=C=NCC. Product: [C:1]([O:5][C:6](=[O:7])[NH:8][C@@H:9]([C:12]1[CH:20]=[C:19]([C:21]([F:22])([F:24])[F:23])[CH:18]=[C:14]([C:15]([NH:25][C@@H:26]2[CH2:27][CH2:28][C:29]3[C:34](=[CH:33][C:32]([O:36][C:37]4[C:38]5[CH2:39][CH2:40][C:41](=[O:47])[NH:42][C:43]=5[N:44]=[CH:45][CH:46]=4)=[CH:31][CH:30]=3)[CH2:35]2)=[O:16])[CH:13]=1)[CH2:10][OH:11])([CH3:4])([CH3:2])[CH3:3]. The catalyst class is: 17. (7) Reactant: Cl.O1CCOCC1.C(OC([NH:15][CH2:16][C:17]1[CH:22]=[CH:21][C:20]([C:23](=[O:29])[CH2:24][C:25]([CH3:28])([CH3:27])[CH3:26])=[C:19]([Cl:30])[CH:18]=1)=O)(C)(C)C.C([O-])(O)=O.[Na+]. Product: [Cl:30][C:19]1[CH:18]=[C:17]([CH:22]=[CH:21][C:20]=1[C:23](=[O:29])[CH2:24][C:25]([CH3:27])([CH3:26])[CH3:28])[CH2:16][NH2:15]. The catalyst class is: 4.